This data is from Forward reaction prediction with 1.9M reactions from USPTO patents (1976-2016). The task is: Predict the product of the given reaction. (1) Given the reactants Cl.[NH2:2][CH:3]([CH2:6][OH:7])[CH2:4][OH:5].FC(F)(F)C(O)=O.[C:15]([C:17]1[CH:18]=[C:19]([C:27]2[O:31][N:30]=[C:29]([C:32]3[CH:46]=[CH:45][C:35]4[CH2:36][CH2:37][N:38]([CH2:41][C:42](O)=[O:43])[CH2:39][CH2:40][C:34]=4[C:33]=3[CH3:47])[N:28]=2)[CH:20]=[CH:21][C:22]=1[O:23][CH:24]([CH3:26])[CH3:25])#[N:16].CCN(C(C)C)C(C)C.CN(C(ON1N=NC2C=CC=NC1=2)=[N+](C)C)C.F[P-](F)(F)(F)(F)F, predict the reaction product. The product is: [C:15]([C:17]1[CH:18]=[C:19]([C:27]2[O:31][N:30]=[C:29]([C:32]3[CH:46]=[CH:45][C:35]4[CH2:36][CH2:37][N:38]([CH2:41][C:42]([NH:2][CH:3]([CH2:6][OH:7])[CH2:4][OH:5])=[O:43])[CH2:39][CH2:40][C:34]=4[C:33]=3[CH3:47])[N:28]=2)[CH:20]=[CH:21][C:22]=1[O:23][CH:24]([CH3:26])[CH3:25])#[N:16]. (2) Given the reactants [Cl:1][C:2]1[CH:11]=[C:10]2[C:5]([N:6]=[C:7]([CH:15]3[CH2:20][CH2:19][NH:18][CH2:17][CH2:16]3)[C:8]3[N:9]2[CH:12]=[N:13][N:14]=3)=[CH:4][CH:3]=1.Cl[C:22]1C=C2C(N=C(C3CCNCC=3)C3N2C=NN=3)=CC=1, predict the reaction product. The product is: [Cl:1][C:2]1[CH:11]=[C:10]2[C:5]([N:6]=[C:7]([CH:15]3[CH2:20][CH2:19][N:18]([CH3:22])[CH2:17][CH2:16]3)[C:8]3[N:9]2[CH:12]=[N:13][N:14]=3)=[CH:4][CH:3]=1. (3) Given the reactants [OH:1][CH:2]1[CH2:7][CH2:6][N:5]([C:8]([C:10]2[CH:15]=[C:14]([S:16]([CH3:19])(=[O:18])=[O:17])[CH:13]=[CH:12][C:11]=2[O:20][CH:21]([CH3:23])[CH3:22])=[O:9])[CH2:4][CH2:3]1.C(N(CC)CC)C.[CH3:31][S:32](Cl)(=[O:34])=[O:33], predict the reaction product. The product is: [CH:21]([O:20][C:11]1[CH:12]=[CH:13][C:14]([S:16]([CH3:19])(=[O:18])=[O:17])=[CH:15][C:10]=1[C:8]([N:5]1[CH2:4][CH2:3][CH:2]([O:1][S:32]([CH3:31])(=[O:34])=[O:33])[CH2:7][CH2:6]1)=[O:9])([CH3:23])[CH3:22]. (4) Given the reactants CS(O[CH2:6][CH2:7][C:8]1[O:9][C:10]2[CH:16]=[CH:15][C:14]([C:17]3[CH:22]=[CH:21][C:20]([C:23]([N:25]4[CH2:30][CH2:29][O:28][CH2:27][CH2:26]4)=[O:24])=[CH:19][CH:18]=3)=[CH:13][C:11]=2[CH:12]=1)(=O)=O.[NH:31]1[CH2:36][CH:35]=[CH:34][CH2:33][CH2:32]1, predict the reaction product. The product is: [N:31]1([CH2:6][CH2:7][C:8]2[O:9][C:10]3[CH:16]=[CH:15][C:14]([C:17]4[CH:18]=[CH:19][C:20]([C:23]([N:25]5[CH2:30][CH2:29][O:28][CH2:27][CH2:26]5)=[O:24])=[CH:21][CH:22]=4)=[CH:13][C:11]=3[CH:12]=2)[CH2:32][CH:33]=[CH:34][CH2:35][CH2:36]1. (5) Given the reactants [C:1]([N:8]([CH3:14])[C@H:9]([C:11]([OH:13])=O)[CH3:10])([O:3][C:4]([CH3:7])([CH3:6])[CH3:5])=[O:2].CN(C(ON1N=NC2C=CC=NC1=2)=[N+](C)C)C.F[P-](F)(F)(F)(F)F.CCN(C(C)C)C(C)C.[CH3:48][O:49][C:50]([N:52]1[CH2:56][CH:55]([C:57]2[C:65]3[C:60](=[CH:61][C:62]([F:66])=[CH:63][CH:64]=3)[NH:59][CH:58]=2)[CH:54]2[N:67]([C:70](=[O:79])[CH:71]([NH2:78])[CH:72]3[CH2:77][CH2:76][CH2:75][CH2:74][CH2:73]3)[CH2:68][CH2:69][CH:53]12)=[O:51], predict the reaction product. The product is: [CH3:48][O:49][C:50]([N:52]1[CH2:56][CH:55]([C:57]2[C:65]3[C:60](=[CH:61][C:62]([F:66])=[CH:63][CH:64]=3)[NH:59][CH:58]=2)[CH:54]2[N:67]([C:70](=[O:79])[CH:71]([NH:78][C:11](=[O:13])[CH:9]([N:8]([C:1]([O:3][C:4]([CH3:5])([CH3:6])[CH3:7])=[O:2])[CH3:14])[CH3:10])[CH:72]3[CH2:73][CH2:74][CH2:75][CH2:76][CH2:77]3)[CH2:68][CH2:69][CH:53]12)=[O:51]. (6) Given the reactants [I:1][C:2]1[N:3]=[CH:4][NH:5][CH:6]=1.C(N(CC)CC)C.[C:14](Cl)([C:27]1[CH:32]=[CH:31][CH:30]=[CH:29][CH:28]=1)([C:21]1[CH:26]=[CH:25][CH:24]=[CH:23][CH:22]=1)[C:15]1[CH:20]=[CH:19][CH:18]=[CH:17][CH:16]=1.O, predict the reaction product. The product is: [I:1][C:2]1[N:3]=[CH:4][N:5]([C:14]([C:15]2[CH:20]=[CH:19][CH:18]=[CH:17][CH:16]=2)([C:27]2[CH:28]=[CH:29][CH:30]=[CH:31][CH:32]=2)[C:21]2[CH:22]=[CH:23][CH:24]=[CH:25][CH:26]=2)[CH:6]=1. (7) Given the reactants [CH2:1]([C:5]1[C:9]([CH2:10][CH2:11][CH2:12][OH:13])=[CH:8][N:7]([C:14]2[CH:19]=[CH:18][C:17]([C:20]([F:23])([F:22])[F:21])=[CH:16][N:15]=2)[N:6]=1)[CH2:2][CH2:3][CH3:4].[CH2:24]([O:26][C:27]1[CH:32]=[CH:31][C:30]([CH2:33][C:34]([O:36]C)=[O:35])=[CH:29][C:28]=1O)[CH3:25].C(P(CCCC)CCCC)CCC.N(C(N1CCCCC1)=O)=NC(N1CCCCC1)=O, predict the reaction product. The product is: [CH2:1]([C:5]1[C:9]([CH2:10][CH2:11][CH2:12][O:13][C:32]2[CH:31]=[C:30]([CH2:33][C:34]([OH:36])=[O:35])[CH:29]=[CH:28][C:27]=2[O:26][CH2:24][CH3:25])=[CH:8][N:7]([C:14]2[CH:19]=[CH:18][C:17]([C:20]([F:21])([F:22])[F:23])=[CH:16][N:15]=2)[N:6]=1)[CH2:2][CH2:3][CH3:4]. (8) The product is: [CH3:1][C:2]1[CH:7]=[C:6]([N:8]2[CH2:12][CH2:11][CH:10]([N:13]3[CH2:17][CH2:16][CH2:15][CH:14]3[CH3:18])[CH2:9]2)[CH:5]=[CH:4][C:3]=1[NH:19][C:30]([C:28]1[CH:27]=[CH:26][C:24]2[NH:25][C:21]([CH3:20])=[N:22][C:23]=2[CH:29]=1)=[O:31]. Given the reactants [CH3:1][C:2]1[CH:7]=[C:6]([N:8]2[CH2:12][CH2:11][CH:10]([N:13]3[CH2:17][CH2:16][CH2:15][CH:14]3[CH3:18])[CH2:9]2)[CH:5]=[CH:4][C:3]=1[NH2:19].[CH3:20][C:21]1[NH:25][C:24]2[CH:26]=[CH:27][C:28]([C:30](O)=[O:31])=[CH:29][C:23]=2[N:22]=1, predict the reaction product. (9) The product is: [NH2:1][C:4]1[CH:5]=[N:6][CH:7]=[CH:8][C:9]=1[N:10]1[CH2:15][CH2:14][C@@H:13]2[O:16][C:17](=[O:26])[N:18]([C:19]([O:21][C:22]([CH3:24])([CH3:23])[CH3:25])=[O:20])[C@@H:12]2[CH2:11]1. Given the reactants [N+:1]([C:4]1[CH:5]=[N:6][CH:7]=[CH:8][C:9]=1[N:10]1[CH2:15][CH2:14][C@@H:13]2[O:16][C:17](=[O:26])[N:18]([C:19]([O:21][C:22]([CH3:25])([CH3:24])[CH3:23])=[O:20])[C@@H:12]2[CH2:11]1)([O-])=O, predict the reaction product.